The task is: Predict the reaction yield, written as a fraction of the theoretical maximum amount of product (1.0 means a 100% yield; for example, 0.34 means a 34% yield).. This data is from Reaction yield outcomes from USPTO patents with 853,638 reactions. (1) The reactants are CS([O:5][CH:6]1[CH2:9][N:8]([CH:10]([C:17]2[CH:22]=[CH:21][CH:20]=[CH:19][CH:18]=2)[C:11]2[CH:16]=[CH:15][CH:14]=[CH:13][CH:12]=2)[CH2:7]1)(=O)=O.C(=O)([O-])[O-].[K+].[K+].[Cl:29][C:30]1[CH:35]=[C:34]([F:36])[CH:33]=[CH:32][C:31]=1O. The catalyst is C(#N)C. The product is [Cl:29][C:30]1[CH:35]=[C:34]([F:36])[CH:33]=[CH:32][C:31]=1[O:5][CH:6]1[CH2:9][N:8]([CH:10]([C:17]2[CH:22]=[CH:21][CH:20]=[CH:19][CH:18]=2)[C:11]2[CH:16]=[CH:15][CH:14]=[CH:13][CH:12]=2)[CH2:7]1. The yield is 1.00. (2) The reactants are [CH2:1]([N:8]1[C:16]2[C:11](=[CH:12][C:13]([N+:17]([O-:19])=[O:18])=[CH:14][CH:15]=2)[C:10](Br)=[C:9]1[C:21]([O:23][CH2:24][CH3:25])=[O:22])[C:2]1[CH:7]=[CH:6][CH:5]=[CH:4][CH:3]=1.[C:26]([C:30]1[CH:35]=[CH:34][C:33](B(O)O)=[CH:32][CH:31]=1)([CH3:29])([CH3:28])[CH3:27].C(=O)([O-])[O-].[Na+].[Na+]. The catalyst is C(O)C.C1(C)C=CC=CC=1.Cl.C1C=CC([P]([Pd]([P](C2C=CC=CC=2)(C2C=CC=CC=2)C2C=CC=CC=2)([P](C2C=CC=CC=2)(C2C=CC=CC=2)C2C=CC=CC=2)[P](C2C=CC=CC=2)(C2C=CC=CC=2)C2C=CC=CC=2)(C2C=CC=CC=2)C2C=CC=CC=2)=CC=1. The product is [CH2:1]([N:8]1[C:16]2[C:11](=[CH:12][C:13]([N+:17]([O-:19])=[O:18])=[CH:14][CH:15]=2)[C:10]([C:33]2[CH:34]=[CH:35][C:30]([C:26]([CH3:29])([CH3:28])[CH3:27])=[CH:31][CH:32]=2)=[C:9]1[C:21]([O:23][CH2:24][CH3:25])=[O:22])[C:2]1[CH:7]=[CH:6][CH:5]=[CH:4][CH:3]=1. The yield is 0.900. (3) The catalyst is CCCCO. The yield is 0.400. The reactants are [O:1]1[C:5]2[CH:6]=[CH:7][CH:8]=[CH:9][C:4]=2[C:3]([C:10]2[CH:11]=[N:12][NH:13][C:14]=2[NH2:15])=[N:2]1.[Cl:16][C:17]1[CH:22]=[CH:21][C:20]([C:23](=O)[CH2:24][C:25](OCC)=[O:26])=[CH:19][C:18]=1[O:31][CH3:32].CC1C=CC(S(O)(=O)=O)=CC=1. The product is [O:1]1[C:5]2[CH:6]=[CH:7][CH:8]=[CH:9][C:4]=2[C:3]([C:10]2[CH:11]=[N:12][N:13]3[C:25](=[O:26])[CH:24]=[C:23]([C:20]4[CH:21]=[CH:22][C:17]([Cl:16])=[C:18]([O:31][CH3:32])[CH:19]=4)[NH:15][C:14]=23)=[N:2]1.